From a dataset of Catalyst prediction with 721,799 reactions and 888 catalyst types from USPTO. Predict which catalyst facilitates the given reaction. Reactant: F[C:2]1[CH:9]=[CH:8][C:5]([CH:6]=[O:7])=[CH:4][CH:3]=1.[CH3:10][O:11][C:12]1[CH:17]=[C:16]([CH3:18])[CH:15]=[CH:14][C:13]=1[OH:19].C([O-])([O-])=O.[Cs+].[Cs+]. Product: [CH3:10][O:11][C:12]1[CH:17]=[C:16]([CH3:18])[CH:15]=[CH:14][C:13]=1[O:19][C:2]1[CH:9]=[CH:8][C:5]([CH:6]=[O:7])=[CH:4][CH:3]=1. The catalyst class is: 44.